From a dataset of Reaction yield outcomes from USPTO patents with 853,638 reactions. Predict the reaction yield, written as a fraction of the theoretical maximum amount of product (1.0 means a 100% yield; for example, 0.34 means a 34% yield). (1) The yield is 0.840. The reactants are [C:1](Cl)(=[O:5])[C:2](Cl)=O.[NH3:7].[C:8]1([CH3:14])[CH:13]=[CH:12][CH:11]=[CH:10][CH:9]=1. No catalyst specified. The product is [C:8]1([CH3:14])[CH:13]=[CH:12][C:11]([C:12]2[CH:13]=[CH:8][CH:9]=[CH:10][C:2]=2[C:1]([NH2:7])=[O:5])=[CH:10][CH:9]=1. (2) The reactants are Br.Br[CH2:3][C:4]([C:6]1[CH:11]=[CH:10][N:9]=[CH:8][CH:7]=1)=O.[F:12][C:13]1[CH:18]=[CH:17][C:16]([NH:19][C:20]([NH2:22])=[S:21])=[CH:15][CH:14]=1.N. The catalyst is CCO.O. The product is [F:12][C:13]1[CH:18]=[CH:17][C:16]([NH:19][C:20]2[S:21][CH:3]=[C:4]([C:6]3[CH:11]=[CH:10][N:9]=[CH:8][CH:7]=3)[N:22]=2)=[CH:15][CH:14]=1. The yield is 0.960.